This data is from Reaction yield outcomes from USPTO patents with 853,638 reactions. The task is: Predict the reaction yield, written as a fraction of the theoretical maximum amount of product (1.0 means a 100% yield; for example, 0.34 means a 34% yield). (1) The reactants are [N:1]1[CH:6]=[CH:5][CH:4]=[C:3]([C:7]2[CH2:12][CH2:11][CH2:10][C:9](=[O:13])[CH:8]=2)[CH:2]=1.[BH4-].[Na+]. The catalyst is CCO.CO.[Pd]. The product is [N:1]1[CH:6]=[CH:5][CH:4]=[C:3]([C@H:7]2[CH2:12][CH2:11][CH2:10][C@H:9]([OH:13])[CH2:8]2)[CH:2]=1. The yield is 0.210. (2) The reactants are Cl[SiH:2]1[N:6]([C:7]([CH3:10])([CH3:9])[CH3:8])[CH:5]=[CH:4][N:3]1[C:11]([CH3:14])([CH3:13])[CH3:12].[CH3:15][NH:16][CH3:17]. The catalyst is CCCCCC. The product is [C:11]([N:3]1[CH:4]=[CH:5][N:6]([C:7]([CH3:10])([CH3:9])[CH3:8])[SiH:2]1[N:16]([CH3:17])[CH3:15])([CH3:14])([CH3:13])[CH3:12]. The yield is 0.910. (3) The yield is 0.250. The product is [CH:20]([N:16]1[C:15]([C:9]2[S:10][C:11]3[CH2:12][CH2:13][O:14][C:5]4[CH:4]=[CH:3][C:2]([C:31]5[C:26]([C:25]([F:36])([F:35])[F:24])=[N:27][CH:28]=[CH:29][CH:30]=5)=[CH:23][C:6]=4[C:7]=3[N:8]=2)=[N:19][CH:18]=[N:17]1)([CH3:22])[CH3:21]. The reactants are Br[C:2]1[CH:3]=[CH:4][C:5]2[O:14][CH2:13][CH2:12][C:11]3[S:10][C:9]([C:15]4[N:16]([CH:20]([CH3:22])[CH3:21])[N:17]=[CH:18][N:19]=4)=[N:8][C:7]=3[C:6]=2[CH:23]=1.[F:24][C:25]([F:36])([F:35])[C:26]1[C:31](B(O)O)=[CH:30][CH:29]=[CH:28][N:27]=1. No catalyst specified.